Dataset: Reaction yield outcomes from USPTO patents with 853,638 reactions. Task: Predict the reaction yield, written as a fraction of the theoretical maximum amount of product (1.0 means a 100% yield; for example, 0.34 means a 34% yield). (1) The yield is 0.500. The product is [CH3:1][O:2][C:3](=[O:35])[CH:4]([N:12]([S:13]([C:16]1[C:21]([CH3:22])=[CH:20][C:19]([O:23][CH3:24])=[C:18]([CH3:25])[C:17]=1[CH3:26])(=[O:15])=[O:14])[CH2:27][C:28]1[CH:33]=[CH:32][C:31]([Sn:40]([CH2:54][CH2:55][CH2:56][CH3:57])([CH2:58][CH2:59][CH2:60][CH3:61])[CH2:36][CH2:37][CH2:38][CH3:39])=[CH:30][CH:29]=1)[CH2:5][C:6]1[CH:11]=[CH:10][CH:9]=[CH:8][CH:7]=1. The catalyst is C1(C)C=CC=CC=1. The reactants are [CH3:1][O:2][C:3](=[O:35])[CH:4]([N:12]([CH2:27][C:28]1[CH:33]=[CH:32][C:31](I)=[CH:30][CH:29]=1)[S:13]([C:16]1[C:21]([CH3:22])=[CH:20][C:19]([O:23][CH3:24])=[C:18]([CH3:25])[C:17]=1[CH3:26])(=[O:15])=[O:14])[CH2:5][C:6]1[CH:11]=[CH:10][CH:9]=[CH:8][CH:7]=1.[CH2:36]([Sn:40]([CH2:58][CH2:59][CH2:60][CH3:61])([CH2:54][CH2:55][CH2:56][CH3:57])[Sn:40]([CH2:54][CH2:55][CH2:56][CH3:57])([CH2:58][CH2:59][CH2:60][CH3:61])[CH2:36][CH2:37][CH2:38][CH3:39])[CH2:37][CH2:38][CH3:39]. (2) The reactants are Br[C:2]1[CH:3]=[C:4]([O:9][C:10]2[C:11]([CH3:17])=[N:12][C:13]([CH3:16])=[CH:14][CH:15]=2)[C:5]([NH2:8])=[N:6][CH:7]=1.C[Li].C([Li])CCC.N1C=CC=C(S[S:32][C:33]2[CH:38]=[CH:37][CH:36]=[CH:35][N:34]=2)C=1.[NH4+].[Cl-]. The catalyst is C1COCC1. The product is [CH3:17][C:11]1[C:10]([O:9][C:4]2[C:5]([NH2:8])=[N:6][CH:7]=[C:2]([S:32][C:33]3[CH:38]=[CH:37][CH:36]=[CH:35][N:34]=3)[CH:3]=2)=[CH:15][CH:14]=[C:13]([CH3:16])[N:12]=1. The yield is 0.630. (3) The reactants are Br[C:2]1[N:3]=[C:4]([C:20]2[C:21]([CH3:29])=[N:22][N:23]3[CH:28]=[CH:27][CH:26]=[CH:25][C:24]=23)[S:5][C:6]=1[C:7]1[N:11]=[CH:10][N:9]([CH2:12][O:13][CH2:14][CH2:15][Si:16]([CH3:19])([CH3:18])[CH3:17])[N:8]=1.[Cl-].[Cl:31][C:32]1[CH:39]=[CH:38][C:35]([CH2:36][Zn+])=[CH:34][CH:33]=1. The catalyst is O1CCCC1.CC(C)([P](C(C)(C)C)([Pd][P](C(C)(C)C)(C(C)(C)C)C(C)(C)C)C(C)(C)C)C. The product is [Cl:31][C:32]1[CH:39]=[CH:38][C:35]([CH2:36][C:2]2[N:3]=[C:4]([C:20]3[C:21]([CH3:29])=[N:22][N:23]4[CH:28]=[CH:27][CH:26]=[CH:25][C:24]=34)[S:5][C:6]=2[C:7]2[N:11]=[CH:10][N:9]([CH2:12][O:13][CH2:14][CH2:15][Si:16]([CH3:19])([CH3:18])[CH3:17])[N:8]=2)=[CH:34][CH:33]=1. The yield is 0.860. (4) The reactants are [NH4+].[OH-].S[C:4]1[N:5]=[C:6]([OH:14])[C:7]2[C@H:12]([CH3:13])[CH2:11][CH2:10][C:8]=2[N:9]=1. The catalyst is [Ni].O. The product is [CH3:13][C@H:12]1[C:7]2[C:6]([OH:14])=[N:5][CH:4]=[N:9][C:8]=2[CH2:10][CH2:11]1. The yield is 0.990. (5) The reactants are [NH2:1][C:2]([C:4]1[CH:5]=[C:6]([Br:26])[CH:7]=[C:8]2[C:12]=1[NH:11][CH:10]=[C:9]2[C:13]1[CH2:14][CH2:15][N:16]([C:19]([O:21][C:22]([CH3:25])([CH3:24])[CH3:23])=[O:20])[CH2:17][CH:18]=1)=[O:3]. The catalyst is C(O)C.[Pt]=O. The product is [NH2:1][C:2]([C:4]1[CH:5]=[C:6]([Br:26])[CH:7]=[C:8]2[C:12]=1[NH:11][CH:10]=[C:9]2[CH:13]1[CH2:14][CH2:15][N:16]([C:19]([O:21][C:22]([CH3:24])([CH3:23])[CH3:25])=[O:20])[CH2:17][CH2:18]1)=[O:3]. The yield is 0.480. (6) The catalyst is O. The yield is 0.920. The reactants are [F:1][C:2]1[CH:7]=[C:6]([N+:8]([O-:10])=[O:9])[CH:5]=[C:4]([F:11])[C:3]=1[CH:12](C(OCC)=O)[C:13]([O:15]CC)=[O:14].C(O)(=O)C.S(=O)(=O)(O)O. The product is [F:1][C:2]1[CH:7]=[C:6]([N+:8]([O-:10])=[O:9])[CH:5]=[C:4]([F:11])[C:3]=1[CH2:12][C:13]([OH:15])=[O:14]. (7) The reactants are C(OC([N:8]1[C:12]2=[N:13][C:14]([N:17]3[CH2:22][CH2:21][N:20]([C:23]([O:25][C:26]([CH3:29])([CH3:28])[CH3:27])=[O:24])[CH2:19][CH2:18]3)=[CH:15][CH:16]=[C:11]2[N:10]=[CH:9]1)=O)(C)(C)C.C[O:31][C:32](=O)[C:33]1[CH:38]=[CH:37][C:36]([C:39]#[N:40])=[C:35]([C:41]2[C:50]3[C:45](=[CH:46][CH:47]=[CH:48][CH:49]=3)[CH:44]=[N:43][CH:42]=2)[CH:34]=1.C([N-]C(C)C)(C)C.[Li+]. The catalyst is O1CCCC1. The product is [C:26]([O:25][C:23]([N:20]1[CH2:21][CH2:22][N:17]([C:14]2[N:13]=[C:12]3[NH:8][C:9]([C:32](=[O:31])[C:33]4[CH:38]=[CH:37][C:36]([C:39]#[N:40])=[C:35]([C:41]5[C:50]6[C:45](=[CH:46][CH:47]=[CH:48][CH:49]=6)[CH:44]=[N:43][CH:42]=5)[CH:34]=4)=[N:10][C:11]3=[CH:16][CH:15]=2)[CH2:18][CH2:19]1)=[O:24])([CH3:27])([CH3:28])[CH3:29]. The yield is 0.230.